Dataset: Catalyst prediction with 721,799 reactions and 888 catalyst types from USPTO. Task: Predict which catalyst facilitates the given reaction. (1) Reactant: [C:1]([O:5][C:6](=[O:28])[NH:7][CH2:8][CH:9]1[CH2:14][CH2:13][N:12]([C:15]2[C:20]([N+:21]([O-])=O)=[CH:19][C:18]([S:24]([CH3:27])(=[O:26])=[O:25])=[CH:17][N:16]=2)[CH2:11][CH2:10]1)([CH3:4])([CH3:3])[CH3:2].C(OCC)(=O)C. Product: [C:1]([O:5][C:6](=[O:28])[NH:7][CH2:8][CH:9]1[CH2:10][CH2:11][N:12]([C:15]2[C:20]([NH2:21])=[CH:19][C:18]([S:24]([CH3:27])(=[O:26])=[O:25])=[CH:17][N:16]=2)[CH2:13][CH2:14]1)([CH3:4])([CH3:3])[CH3:2]. The catalyst class is: 43. (2) Reactant: CS(C)=O.Cl[C:6]1[N:7]([CH2:28][CH:29]2[CH2:31][CH2:30]2)[C:8]2[C:13]([N:14]=1)=[C:12]([N:15]1[CH2:20][CH2:19][O:18][CH2:17][CH2:16]1)[N:11]=[C:10]([C:21]1[CH:22]=[N:23][C:24]([NH2:27])=[N:25][CH:26]=1)[N:9]=2.[CH3:32][C@H:33]1[CH2:38][NH:37][CH2:36][C@@H:35]([CH3:39])[NH:34]1. Product: [CH:29]1([CH2:28][N:7]2[C:6]([N:37]3[CH2:36][C@H:35]([CH3:39])[NH:34][C@H:33]([CH3:32])[CH2:38]3)=[N:14][C:13]3[C:8]2=[N:9][C:10]([C:21]2[CH:22]=[N:23][C:24]([NH2:27])=[N:25][CH:26]=2)=[N:11][C:12]=3[N:15]2[CH2:20][CH2:19][O:18][CH2:17][CH2:16]2)[CH2:31][CH2:30]1. The catalyst class is: 98. (3) Reactant: [CH3:1][CH:2]([CH3:11])[CH:3]([C:5]1[CH:10]=[CH:9][CH:8]=[CH:7][CH:6]=1)[NH2:4].F[C:13]1[CH:18]=[C:17]([F:19])[CH:16]=[CH:15][C:14]=1[N+:20]([O-:22])=[O:21].C(N(CC)C(C)C)(C)C. Product: [F:19][C:17]1[CH:16]=[CH:15][C:14]([N+:20]([O-:22])=[O:21])=[C:13]([NH:4][CH:3]([C:5]2[CH:10]=[CH:9][CH:8]=[CH:7][CH:6]=2)[CH:2]([CH3:11])[CH3:1])[CH:18]=1. The catalyst class is: 10. (4) Reactant: [CH3:1][N:2]1[C:10](=[O:11])[C:9]2[C:4](=[C:5](/[CH:20]=C/C3C=CC=CC=3)[CH:6]=[CH:7][C:8]=2[NH:12][C:13](=[O:19])[O:14][C:15]([CH3:18])([CH3:17])[CH3:16])[CH2:3]1.S(OOS([O-])(=O)=O)([O-])(=O)=[O:29].[K+].[K+].[O-]S([O-])=O.[Na+].[Na+]. Product: [CH:20]([C:5]1[CH:6]=[CH:7][C:8]([NH:12][C:13](=[O:19])[O:14][C:15]([CH3:18])([CH3:16])[CH3:17])=[C:9]2[C:4]=1[CH2:3][N:2]([CH3:1])[C:10]2=[O:11])=[O:29]. The catalyst class is: 3. (5) Reactant: [CH3:1][O:2][C:3]1[CH:4]=[C:5]2[C:9](=[CH:10][CH:11]=1)[C:8](=[O:12])[CH2:7][CH:6]2[CH2:13][CH2:14][CH3:15].[CH2:16]([C:18]1([CH2:23][CH:24]=O)[O:22][CH2:21][CH2:20][O:19]1)[CH3:17].[OH-].[K+].Cl. Product: [CH2:16]([C:18]1([CH2:23][CH2:24][CH:7]2[CH:6]([CH2:13][CH2:14][CH3:15])[C:5]3[C:9](=[CH:10][CH:11]=[C:3]([O:2][CH3:1])[CH:4]=3)[C:8]2=[O:12])[O:22][CH2:21][CH2:20][O:19]1)[CH3:17]. The catalyst class is: 29.